This data is from Catalyst prediction with 721,799 reactions and 888 catalyst types from USPTO. The task is: Predict which catalyst facilitates the given reaction. (1) Reactant: [CH3:1][O:2][C:3]([CH:5]1[CH2:10][CH2:9][CH2:8][N:7]2[C:11]([C:22]3[N:23](S(C)(=O)=O)[CH2:24][N:25]=[CH:26][CH:27]=3)=[C:12]([C:15]3[CH:20]=[CH:19][C:18]([F:21])=[CH:17][CH:16]=3)[C:13](=[O:14])[N:6]12)=[O:4].[C:32]1([OH:38])[CH:37]=[CH:36][CH:35]=[CH:34][CH:33]=1.[H-].[Na+]. Product: [CH3:1][O:2][C:3]([CH:5]1[CH2:10][CH2:9][CH2:8][N:7]2[C:11]([C:22]3[CH:27]=[CH:26][N:25]=[C:24]([O:38][C:32]4[CH:37]=[CH:36][CH:35]=[CH:34][CH:33]=4)[N:23]=3)=[C:12]([C:15]3[CH:20]=[CH:19][C:18]([F:21])=[CH:17][CH:16]=3)[C:13](=[O:14])[N:6]12)=[O:4]. The catalyst class is: 1. (2) Reactant: [F:1][C:2]([F:7])([F:6])[C:3]([OH:5])=[O:4].[F:8][C:9]([F:14])([F:13])[C:10]([OH:12])=[O:11].C[O:16][C:17](=[O:50])[C@@H:18]([CH2:45][C:46]([O:48]C)=[O:47])[NH:19][C:20](=[O:44])[C@H:21]1[CH2:25][CH2:24][CH2:23][N:22]1[CH2:26][C:27]1[O:28][C:29]([C:32]([O:34][C:35]2[CH:40]=[CH:39][C:38]([C:41](=[NH:43])[NH2:42])=[CH:37][CH:36]=2)=[O:33])=[CH:30][CH:31]=1.Cl. Product: [F:1][C:2]([F:7])([F:6])[C:3]([OH:5])=[O:4].[F:8][C:9]([F:14])([F:13])[C:10]([OH:12])=[O:11].[F:1][C:2]([F:7])([F:6])[C:3]([OH:5])=[O:4].[C:41]([C:38]1[CH:37]=[CH:36][C:35]([O:34][C:32]([C:29]2[O:28][C:27]([CH2:26][N:22]3[CH2:23][CH2:24][CH2:25][C@@H:21]3[C:20]([NH:19][C@@H:18]([C:17]([OH:50])=[O:16])[CH2:45][C:46]([OH:48])=[O:47])=[O:44])=[CH:31][CH:30]=2)=[O:33])=[CH:40][CH:39]=1)(=[NH:42])[NH2:43]. The catalyst class is: 38. (3) Reactant: [Cl:1][C:2]1[CH:3]=[C:4]([C:29](O)=[O:30])[CH:5]=[N:6][C:7]=1[NH:8][NH:9][C:10]([NH:12][CH:13]1[C:23]2[C:18](=[N:19][CH:20]=[CH:21][CH:22]=2)[CH2:17][CH2:16][C:15]2[CH:24]=[CH:25][C:26]([F:28])=[CH:27][C:14]1=2)=[S:11].CN(C(ON1N=NC2C=CC=NC1=2)=[N+](C)C)C.F[P-](F)(F)(F)(F)F.CCN(C(C)C)C(C)C.Cl.[NH2:66][C@@H:67]1[CH2:71][CH2:70][N:69]([C:72]2[CH:77]=[CH:76][CH:75]=[CH:74][CH:73]=2)[C:68]1=[O:78]. Product: [Cl:1][C:2]1[CH:3]=[C:4]([C:29]([NH:66][C@@H:67]2[CH2:71][CH2:70][N:69]([C:72]3[CH:77]=[CH:76][CH:75]=[CH:74][CH:73]=3)[C:68]2=[O:78])=[O:30])[CH:5]=[N:6][C:7]=1[NH:8][NH:9][C:10]([NH:12][CH:13]1[C:23]2[C:18](=[N:19][CH:20]=[CH:21][CH:22]=2)[CH2:17][CH2:16][C:15]2[CH:24]=[CH:25][C:26]([F:28])=[CH:27][C:14]1=2)=[S:11]. The catalyst class is: 44. (4) Reactant: [OH2:1].[C:2]([OH:12])(=[O:11])[C:3]1NC(=O)N[C:5](=[O:6])[CH:4]=1.[Cl:13][C:14]1[CH:15]=[CH:16][C:17]2[CH2:23][CH2:22][NH:21][CH2:20][C@H:19]([CH3:24])[C:18]=2[CH:25]=1. Product: [C:5]([OH:6])(=[O:1])/[CH:4]=[CH:3]/[C:2]([OH:12])=[O:11].[Cl:13][C:14]1[CH:15]=[CH:16][C:17]2[CH2:23][CH2:22][NH:21][CH2:20][C@H:19]([CH3:24])[C:18]=2[CH:25]=1.[Cl:13][C:14]1[CH:15]=[CH:16][C:17]2[CH2:23][CH2:22][NH:21][CH2:20][C@H:19]([CH3:24])[C:18]=2[CH:25]=1. The catalyst class is: 6. (5) Product: [Cl:28][C:2]([Cl:1])([Cl:27])[CH2:3][O:4][C:5]([C@@H:7]1[CH2:12][CH2:11][CH2:10][N:9]([C:13](=[O:15])[C@@H:44]([NH:43][C:41]([O:40][C:36]([CH3:39])([CH3:38])[CH3:37])=[O:42])[CH2:48][O:49][Si:50]([C:63]([CH3:66])([CH3:65])[CH3:64])([C:57]2[CH:58]=[CH:59][CH:60]=[CH:61][CH:62]=2)[C:51]2[CH:56]=[CH:55][CH:54]=[CH:53][CH:52]=2)[NH:8]1)=[O:6]. The catalyst class is: 545. Reactant: [Cl:1][C:2]([Cl:28])([Cl:27])[CH2:3][O:4][C:5]([C@@H:7]1[CH2:12][CH2:11][CH2:10][N:9]([C:13]([O:15]C(C)(C)C)=O)[N:8]1C(OC(C)(C)C)=O)=[O:6].FC(F)(F)C(O)=O.[C:36]([O:40][C:41]([NH:43][C@@H:44]([CH2:48][O:49][Si:50]([C:63]([CH3:66])([CH3:65])[CH3:64])([C:57]1[CH:62]=[CH:61][CH:60]=[CH:59][CH:58]=1)[C:51]1[CH:56]=[CH:55][CH:54]=[CH:53][CH:52]=1)C(O)=O)=[O:42])([CH3:39])([CH3:38])[CH3:37].C(N(CC)C(C)C)(C)C.C[NH3+].F[P-](F)(F)(F)(F)F.N1(OC(N(C)C)=[N+](C)C)C2N=CC=CC=2N=N1.F[P-](F)(F)(F)(F)F. (6) Product: [Cl:24][C:25]1[CH:33]=[C:32]([C:34]#[C:35][CH2:36][O:37][CH2:38][CH2:39][O:40][CH3:41])[C:28]2[O:29][CH2:30][O:31][C:27]=2[C:26]=1[NH:42][C:2]1[C:11]2[C:6](=[CH:7][C:8]([O:14][CH2:15][CH2:16][CH2:17][N:18]3[CH2:23][CH2:22][O:21][CH2:20][CH2:19]3)=[C:9]([O:12][CH3:13])[CH:10]=2)[N:5]=[CH:4][N:3]=1. The catalyst class is: 3. Reactant: Cl[C:2]1[C:11]2[C:6](=[CH:7][C:8]([O:14][CH2:15][CH2:16][CH2:17][N:18]3[CH2:23][CH2:22][O:21][CH2:20][CH2:19]3)=[C:9]([O:12][CH3:13])[CH:10]=2)[N:5]=[CH:4][N:3]=1.[Cl:24][C:25]1[CH:33]=[C:32]([C:34]#[C:35][CH2:36][O:37][CH2:38][CH2:39][O:40][CH3:41])[C:28]2[O:29][CH2:30][O:31][C:27]=2[C:26]=1[NH2:42].C[Si]([N-][Si](C)(C)C)(C)C.[Na+]. (7) Reactant: [O:1]1[C:5]2[CH:6]=[CH:7][CH:8]=[CH:9][C:4]=2[N:3]=[C:2]1[N:10]1[CH2:15][CH2:14][N:13]([C:16](=[N:38][C:39]#[N:40])[NH:17][C:18]2[CH:27]=[CH:26][CH:25]=[C:24]3[C:19]=2[CH2:20][CH2:21][N:22](C(OCC2C=CC=CC=2)=O)[CH2:23]3)[CH:12]([CH:41]([CH3:43])[CH3:42])[CH2:11]1. Product: [O:1]1[C:5]2[CH:6]=[CH:7][CH:8]=[CH:9][C:4]=2[N:3]=[C:2]1[N:10]1[CH2:15][CH2:14][N:13]([C:16](=[N:38][C:39]#[N:40])[NH:17][C:18]2[CH:27]=[CH:26][CH:25]=[C:24]3[C:19]=2[CH2:20][CH2:21][NH:22][CH2:23]3)[CH:12]([CH:41]([CH3:43])[CH3:42])[CH2:11]1. The catalyst class is: 43. (8) Reactant: [S:1]1[CH2:6][CH2:5][CH:4]([OH:7])[CH2:3][CH2:2]1.C(N(CC)CC)C.[C:15](Cl)(=[O:19])[C:16]([CH3:18])=[CH2:17]. Product: [C:15]([O:7][CH:4]1[CH2:5][CH2:6][S:1][CH2:2][CH2:3]1)(=[O:19])[C:16]([CH3:18])=[CH2:17]. The catalyst class is: 4. (9) Reactant: [C:1]1([N:7]2[C:11]([SH:12])=[N:10][N:9]=[N:8]2)[CH:6]=[CH:5][CH:4]=[CH:3][CH:2]=1.C1(C)C=CC(S(O[CH2:23][C:24]2([CH3:27])[CH2:26][O:25]2)(=O)=O)=CC=1.C(=O)([O-])[O-].[K+].[K+].[I-].[Na+]. Product: [CH3:23][C:24]1([CH2:27][S:12][C:11]2[N:7]([C:1]3[CH:2]=[CH:3][CH:4]=[CH:5][CH:6]=3)[N:8]=[N:9][N:10]=2)[CH2:26][O:25]1. The catalyst class is: 18. (10) Reactant: [NH2:1][CH2:2][C:3]1[CH:8]=[CH:7][C:6]([C:9]2[C:17]3[C:16]([NH2:18])=[N:15][CH:14]=[N:13][C:12]=3[N:11]([C@H:19]3[CH2:24][CH2:23][C@@H:22]([N:25]4[CH2:30][CH2:29][N:28]([CH3:31])[CH2:27][CH2:26]4)[CH2:21][CH2:20]3)[CH:10]=2)=[CH:5][CH:4]=1.[CH:32](=O)[C:33]1[CH:38]=[CH:37][CH:36]=[CH:35][CH:34]=1.C(O)(=O)C.C(O[BH-](OC(=O)C)OC(=O)C)(=O)C.[Na+].[BH4-].[Na+]. Product: [CH2:32]([NH:1][CH2:2][C:3]1[CH:4]=[CH:5][C:6]([C:9]2[C:17]3[C:16]([NH2:18])=[N:15][CH:14]=[N:13][C:12]=3[N:11]([C@H:19]3[CH2:24][CH2:23][C@@H:22]([N:25]4[CH2:26][CH2:27][N:28]([CH3:31])[CH2:29][CH2:30]4)[CH2:21][CH2:20]3)[CH:10]=2)=[CH:7][CH:8]=1)[C:33]1[CH:38]=[CH:37][CH:36]=[CH:35][CH:34]=1. The catalyst class is: 26.